Task: Regression. Given two drug SMILES strings and cell line genomic features, predict the synergy score measuring deviation from expected non-interaction effect.. Dataset: NCI-60 drug combinations with 297,098 pairs across 59 cell lines (1) Drug 1: C1=CC(=CC=C1C#N)C(C2=CC=C(C=C2)C#N)N3C=NC=N3. Drug 2: CC(C)NC(=O)C1=CC=C(C=C1)CNNC.Cl. Cell line: MOLT-4. Synergy scores: CSS=7.19, Synergy_ZIP=0.196, Synergy_Bliss=3.20, Synergy_Loewe=2.14, Synergy_HSA=3.14. (2) Cell line: SW-620. Drug 2: CC=C1C(=O)NC(C(=O)OC2CC(=O)NC(C(=O)NC(CSSCCC=C2)C(=O)N1)C(C)C)C(C)C. Drug 1: CNC(=O)C1=CC=CC=C1SC2=CC3=C(C=C2)C(=NN3)C=CC4=CC=CC=N4. Synergy scores: CSS=48.2, Synergy_ZIP=4.03, Synergy_Bliss=4.91, Synergy_Loewe=-35.2, Synergy_HSA=2.90.